Task: Predict the reaction yield, written as a fraction of the theoretical maximum amount of product (1.0 means a 100% yield; for example, 0.34 means a 34% yield).. Dataset: Reaction yield outcomes from USPTO patents with 853,638 reactions (1) The reactants are [CH3:1][C:2]1([CH3:30])[CH2:7][CH2:6][N:5]([C:8]2[N:13]3[N:14]=[C:15]([C:17]4[CH:22]=[CH:21][CH:20]=[CH:19][CH:18]=4)[N:16]=[C:12]3[N:11]=[C:10]([CH3:23])[C:9]=2[CH:24]([OH:29])[C:25]([O:27][CH3:28])=[O:26])[CH2:4][CH2:3]1.[C:31](OC(=O)C)([CH3:34])([CH3:33])[CH3:32].C(Cl)Cl.Cl(O)(=O)(=O)=O. The catalyst is CCOC(C)=O. The product is [C:31]([O:29][CH:24]([C:9]1[C:10]([CH3:23])=[N:11][C:12]2[N:13]([N:14]=[C:15]([C:17]3[CH:18]=[CH:19][CH:20]=[CH:21][CH:22]=3)[N:16]=2)[C:8]=1[N:5]1[CH2:4][CH2:3][C:2]([CH3:30])([CH3:1])[CH2:7][CH2:6]1)[C:25]([O:27][CH3:28])=[O:26])([CH3:34])([CH3:33])[CH3:32]. The yield is 0.385. (2) The reactants are [CH3:1][O:2][C:3]1[CH:4]=[N:5][C:6]2[C:11]([N:12]=1)=[CH:10][C:9]([C:13]([OH:15])=O)=[CH:8][CH:7]=2.C1C=CC2N(O)N=NC=2C=1.C(Cl)CCl.Cl.[CH3:31][O:32][NH:33][CH3:34]. The catalyst is C(Cl)Cl. The product is [CH3:31][O:32][N:33]([CH3:34])[C:13]([C:9]1[CH:10]=[C:11]2[C:6](=[CH:7][CH:8]=1)[N:5]=[CH:4][C:3]([O:2][CH3:1])=[N:12]2)=[O:15]. The yield is 0.710. (3) The reactants are [S-:1][C:2]#[N:3].[K+].[F:5][CH:6]([F:15])[O:7][C:8]1[N:13]=[CH:12][C:11]([NH2:14])=[CH:10][CH:9]=1.BrBr.O. The catalyst is C(O)(=O)C. The product is [F:15][CH:6]([F:5])[O:7][C:8]1[N:13]=[C:12]2[S:1][C:2]([NH2:3])=[N:14][C:11]2=[CH:10][CH:9]=1. The yield is 0.361. (4) The reactants are C([N:3]([CH2:13][CH3:14])[C:4](=[O:12])[C:5]1[CH:10]=[CH:9][CH:8]=[CH:7][C:6]=1[CH3:11])C.[CH3:15][N:16]([CH3:23])[CH2:17][CH2:18][CH2:19]CC#N. No catalyst specified. The product is [CH3:15][N:16]([CH3:23])[CH2:17][CH2:18][CH2:19][CH2:14][C:13]1[NH:3][C:4](=[O:12])[C:5]2[C:6]([CH:11]=1)=[CH:7][CH:8]=[CH:9][CH:10]=2. The yield is 0.0200.